From a dataset of Reaction yield outcomes from USPTO patents with 853,638 reactions. Predict the reaction yield, written as a fraction of the theoretical maximum amount of product (1.0 means a 100% yield; for example, 0.34 means a 34% yield). (1) The reactants are [CH2:1]([O:3][C:4]([C:6]1[C:7]([C:11]([F:14])([F:13])[F:12])=[N:8][NH:9][CH:10]=1)=[O:5])[CH3:2].C(=O)([O-])[O-].[K+].[K+].I[C:22]1[CH:27]=[CH:26][CH:25]=[CH:24][CH:23]=1.CN[C@@H]1CCCC[C@H]1NC. The catalyst is C1(C)C=CC=CC=1.C(OCC)(=O)C.[Cu]I. The product is [CH2:1]([O:3][C:4]([C:6]1[C:7]([C:11]([F:13])([F:14])[F:12])=[N:8][N:9]([C:22]2[CH:27]=[CH:26][CH:25]=[CH:24][CH:23]=2)[CH:10]=1)=[O:5])[CH3:2]. The yield is 0.820. (2) The reactants are [CH:1]1([C:4]2[NH:8][N:7]=[C:6]([NH:9][C:10]3[C:17]([F:18])=[CH:16][C:13]([C:14]#[N:15])=[C:12]([NH:19][C@H:20]([C:22]4[CH:27]=[CH:26][C:25]([F:28])=[CH:24][CH:23]=4)[CH3:21])[N:11]=3)[CH:5]=2)[CH2:3][CH2:2]1.FC1C=CC([C@H](N)C)=CC=1.CCN(C(C)C)C(C)C. The catalyst is CCCCO. The product is [CH:1]1([C:4]2[NH:8][N:7]=[C:6]([NH:9][C:10]3[C:17]([F:18])=[CH:16][C:13]([C:14]#[N:15])=[C:12]([NH:19][C@@H:20]([C:22]4[CH:27]=[CH:26][C:25]([F:28])=[CH:24][CH:23]=4)[CH3:21])[N:11]=3)[CH:5]=2)[CH2:3][CH2:2]1. The yield is 0.260. (3) The reactants are [OH:1][C@@H:2]([CH2:6][C:7]1[CH:12]=[CH:11][C:10]([O:13][C:14]([CH3:17])([CH3:16])[CH3:15])=[CH:9][CH:8]=1)[C:3]([OH:5])=[O:4].[H-].[Na+].[CH3:20]I. The catalyst is O1CCCC1. The product is [CH3:20][O:1][C@@H:2]([CH2:6][C:7]1[CH:8]=[CH:9][C:10]([O:13][C:14]([CH3:17])([CH3:16])[CH3:15])=[CH:11][CH:12]=1)[C:3]([OH:5])=[O:4]. The yield is 1.00. (4) The reactants are [CH:1]1([C:6]([C:12]2[CH:17]=[CH:16][CH:15]=[CH:14][CH:13]=2)([OH:11])[C:7]([O:9][CH3:10])=[O:8])[CH2:5][CH2:4][CH2:3][CH2:2]1.[CH3:18][N:19]1[CH2:23]C[CH:21](O)[CH2:20]1.CCOC(C)=O.CCO. The catalyst is CCCCCCC. The product is [CH:1]1([C:6]([C:12]2[CH:17]=[CH:16][CH:15]=[CH:14][CH:13]=2)([OH:11])[C:7]([O:9][CH:10]2[CH2:21][CH2:20][N:19]([CH3:23])[CH2:18]2)=[O:8])[CH2:5][CH2:4][CH2:3][CH2:2]1. The yield is 0.720. (5) The reactants are I[C:2]1[C:10]2[C:5](=[N:6][CH:7]=[C:8]([C:11]3[CH:16]=[CH:15][C:14]([N:17]4[CH2:22][CH2:21][N:20]([C:23]([O:25][C:26]([CH3:29])([CH3:28])[CH3:27])=[O:24])[CH2:19][CH2:18]4)=[CH:13][CH:12]=3)[CH:9]=2)[N:4]([S:30]([C:33]2[CH:39]=[CH:38][C:36]([CH3:37])=[CH:35][CH:34]=2)(=[O:32])=[O:31])[CH:3]=1.[CH3:40][C:41]1[C:45](B2OC(C)(C)C(C)(C)O2)=[C:44]([CH3:55])[N:43]([CH2:56][C:57]2[CH:62]=[CH:61][CH:60]=[C:59]([CH3:63])[CH:58]=2)[N:42]=1.C(=O)([O-])[O-].[Na+].[Na+]. The catalyst is C1C=CC(P(C2C=CC=CC=2)[C-]2C=CC=C2)=CC=1.C1C=CC(P(C2C=CC=CC=2)[C-]2C=CC=C2)=CC=1.Cl[Pd]Cl.[Fe+2].C1(C)C=CC=CC=1.C(O)C.O. The product is [CH3:40][C:41]1[C:45]([C:2]2[C:10]3[C:5](=[N:6][CH:7]=[C:8]([C:11]4[CH:16]=[CH:15][C:14]([N:17]5[CH2:22][CH2:21][N:20]([C:23]([O:25][C:26]([CH3:29])([CH3:28])[CH3:27])=[O:24])[CH2:19][CH2:18]5)=[CH:13][CH:12]=4)[CH:9]=3)[N:4]([S:30]([C:33]3[CH:39]=[CH:38][C:36]([CH3:37])=[CH:35][CH:34]=3)(=[O:32])=[O:31])[CH:3]=2)=[C:44]([CH3:55])[N:43]([CH2:56][C:57]2[CH:62]=[CH:61][CH:60]=[C:59]([CH3:63])[CH:58]=2)[N:42]=1. The yield is 0.280. (6) The reactants are Cl.[O:2]1[C:6]2[CH:7]=[CH:8][CH:9]=[C:10]([C:11]3[CH2:12][CH2:13][NH:14][CH2:15][CH:16]=3)[C:5]=2[CH:4]=[CH:3]1.BrC1C2C=COC=2C=CC=1.CC1(C)C(C)(C)OB(C2CCN(C(OC(C)(C)C)=O)CC=2)O1.C([O-])=O.[NH4+]. The catalyst is [Pd].CO. The product is [O:2]1[C:6]2[CH:7]=[CH:8][CH:9]=[C:10]([CH:11]3[CH2:12][CH2:13][NH:14][CH2:15][CH2:16]3)[C:5]=2[CH:4]=[CH:3]1. The yield is 0.940.